From a dataset of Full USPTO retrosynthesis dataset with 1.9M reactions from patents (1976-2016). Predict the reactants needed to synthesize the given product. (1) The reactants are: [OH:1][CH2:2][C@@H:3]1[CH2:5][C@H:4]1[C:6]#[C:7][C:8]#[C:9][C:10]1[CH:15]=[CH:14][C:13]([CH2:16][CH2:17][C:18]([CH3:27])([S:23]([CH3:26])(=[O:25])=[O:24])[C:19](OC)=[O:20])=[CH:12][CH:11]=1.[NH2:28][OH:29].CC(O)=O. Given the product [OH:29][NH:28][C:19](=[O:20])[C:18]([CH3:27])([S:23]([CH3:26])(=[O:25])=[O:24])[CH2:17][CH2:16][C:13]1[CH:14]=[CH:15][C:10]([C:9]#[C:8][C:7]#[C:6][C@@H:4]2[CH2:5][C@H:3]2[CH2:2][OH:1])=[CH:11][CH:12]=1, predict the reactants needed to synthesize it. (2) The reactants are: [Cl:1][C:2]1[CH:3]=[C:4]([C:12]2[O:16][N:15]=[C:14]([C:17]3[CH:18]=[CH:19][CH:20]=[C:21]4[C:25]=3[N:24]([CH3:26])[CH:23]=[C:22]4[CH2:27][CH2:28][NH:29][CH2:30][C:31]([O:33]CC)=[O:32])[N:13]=2)[CH:5]=[CH:6][C:7]=1[O:8][CH:9]([CH3:11])[CH3:10].[OH-].[Na+].Cl. Given the product [Cl:1][C:2]1[CH:3]=[C:4]([C:12]2[O:16][N:15]=[C:14]([C:17]3[CH:18]=[CH:19][CH:20]=[C:21]4[C:25]=3[N:24]([CH3:26])[CH:23]=[C:22]4[CH2:27][CH2:28][NH:29][CH2:30][C:31]([OH:33])=[O:32])[N:13]=2)[CH:5]=[CH:6][C:7]=1[O:8][CH:9]([CH3:10])[CH3:11], predict the reactants needed to synthesize it. (3) Given the product [Cl:1][C:2]1[N:3]=[C:4]([C:11]2[O:12][CH:13]=[CH:14][CH:15]=2)[C:5]2[CH:10]=[CH:9][N:8]([CH2:21][C:20]3[CH:23]=[CH:24][CH:25]=[CH:26][C:19]=3[F:18])[C:6]=2[N:7]=1, predict the reactants needed to synthesize it. The reactants are: [Cl:1][C:2]1[NH:7][C:6]2=[N:8][CH:9]=[CH:10][C:5]2=[C:4]([C:11]2[O:12][CH:13]=[CH:14][CH:15]=2)[N:3]=1.[H-].[Na+].[F:18][C:19]1[CH:26]=[CH:25][CH:24]=[CH:23][C:20]=1[CH2:21]Br. (4) The reactants are: [CH:1]([CH:4]1[CH:8]2[C:9]3[C:10]([NH2:15])=[CH:11][CH:12]=[CH:13][C:14]=3[CH:5]1[CH2:6][CH2:7]2)([CH3:3])[CH3:2].[F:16][CH:17]([F:29])[C:18]1[C:22]([C:23](OCC)=[O:24])=[CH:21][N:20]([CH3:28])[N:19]=1.C[O-].[Na+]. Given the product [F:29][CH:17]([F:16])[C:18]1[C:22]([C:23]([NH:15][C:10]2[CH:11]=[CH:12][CH:13]=[C:14]3[C:9]=2[CH:8]2[CH:4]([CH:1]([CH3:3])[CH3:2])[CH:5]3[CH2:6][CH2:7]2)=[O:24])=[CH:21][N:20]([CH3:28])[N:19]=1, predict the reactants needed to synthesize it. (5) Given the product [Cl:1][C:2]1[C:18]([Cl:19])=[C:17]([CH2:20][CH2:21][C:22](=[O:38])[C:23]2[S:24][C:25]([C:28]3[CH:29]=[CH:30][C:31]([C:34]([F:35])([F:36])[F:37])=[CH:32][CH:33]=3)=[CH:26][CH:27]=2)[CH:16]=[CH:15][C:3]=1[O:4][CH:5]([CH2:13][CH3:14])[C:6]([OH:8])=[O:7], predict the reactants needed to synthesize it. The reactants are: [Cl:1][C:2]1[C:18]([Cl:19])=[C:17]([CH2:20][CH2:21][C:22](=[O:38])[C:23]2[S:24][C:25]([C:28]3[CH:33]=[CH:32][C:31]([C:34]([F:37])([F:36])[F:35])=[CH:30][CH:29]=3)=[CH:26][CH:27]=2)[CH:16]=[CH:15][C:3]=1[O:4][CH:5]([CH2:13][CH3:14])[C:6]([O:8]C(C)(C)C)=[O:7].FC(F)(F)C(O)=O. (6) Given the product [OH:45][CH2:44][CH2:43][O:42][CH2:41][CH2:40][O:39][CH2:38][CH2:37][O:36][CH2:35][CH2:34][O:33][CH2:32][CH2:31][O:30][CH2:29][CH2:28][O:13][C:14]1[CH:23]=[C:18]([C:19]([O:21][CH3:22])=[O:20])[CH:17]=[C:16]([CH:15]=1)[C:24]([O:26][CH3:27])=[O:25], predict the reactants needed to synthesize it. The reactants are: CCOC(/N=N/C(OCC)=O)=O.[OH:13][C:14]1[CH:15]=[C:16]([C:24]([O:26][CH3:27])=[O:25])[CH:17]=[C:18]([CH:23]=1)[C:19]([O:21][CH3:22])=[O:20].[CH2:28](O)[CH2:29][O:30][CH2:31][CH2:32][O:33][CH2:34][CH2:35][O:36][CH2:37][CH2:38][O:39][CH2:40][CH2:41][O:42][CH2:43][CH2:44][OH:45].C1(P(C2C=CC=CC=2)C2C=CC=CC=2)C=CC=CC=1.